This data is from Forward reaction prediction with 1.9M reactions from USPTO patents (1976-2016). The task is: Predict the product of the given reaction. (1) Given the reactants [Br:1][C:2]1[CH:3]=[CH:4][CH:5]=[C:6]2[C:11]=1[N:10]=[C:9](Cl)[N:8]=[CH:7]2.CN(C=O)C.[CH3:18][C:19]([NH2:22])([CH3:21])[CH3:20], predict the reaction product. The product is: [Br:1][C:2]1[CH:3]=[CH:4][CH:5]=[C:6]2[C:11]=1[N:10]=[C:9]([NH:22][C:19]([CH3:21])([CH3:20])[CH3:18])[N:8]=[CH:7]2. (2) Given the reactants [Cl:1][C:2]1[CH:7]=[CH:6][C:5]([S:8][C:9]2[N:13]([CH3:14])[C:12]([C:15]3[CH:20]=[CH:19][CH:18]=[CH:17][N:16]=3)=[N:11][C:10]=2[C:21]2[CH:32]=[CH:31][C:24]([C:25]([NH:27][NH:28][CH:29]=O)=O)=[CH:23][CH:22]=2)=[CH:4][CH:3]=1.P12(SP3(SP(SP(S3)(S1)=S)(=S)S2)=S)=[S:34], predict the reaction product. The product is: [Cl:1][C:2]1[CH:7]=[CH:6][C:5]([S:8][C:9]2[N:13]([CH3:14])[C:12]([C:15]3[CH:20]=[CH:19][CH:18]=[CH:17][N:16]=3)=[N:11][C:10]=2[C:21]2[CH:32]=[CH:31][C:24]([C:25]3[S:34][CH:29]=[N:28][N:27]=3)=[CH:23][CH:22]=2)=[CH:4][CH:3]=1. (3) The product is: [C:1]([C:5]1[CH:6]=[N:7][CH:8]=[CH:9][C:10]=1[NH:11][C:12](=[O:18])[O:13][C:14]([CH3:17])([CH3:16])[CH3:15])#[C:2][CH3:3]. Given the reactants [CH:1]#[C:2][CH3:3].I[C:5]1[CH:6]=[N:7][CH:8]=[CH:9][C:10]=1[NH:11][C:12](=[O:18])[O:13][C:14]([CH3:17])([CH3:16])[CH3:15].C(N(CC)CC)C.C(OCC)(=O)C, predict the reaction product. (4) Given the reactants [CH3:1][O:2][C:3]1[C:4]([CH3:17])=[C:5]([C:8]([O:15][CH3:16])=[C:9]([O:13][CH3:14])[C:10]=1[O:11][CH3:12])[CH:6]=[O:7].[CH2:18]([O:25][C:26]1[CH:31]=[CH:30][CH:29]=[CH:28][C:27]=1Br)[C:19]1[CH:24]=[CH:23][CH:22]=[CH:21][CH:20]=1.[Mg].[Cl-].[NH4+], predict the reaction product. The product is: [CH3:1][O:2][C:3]1[C:4]([CH3:17])=[C:5]([CH:6]([C:27]2[CH:28]=[CH:29][CH:30]=[CH:31][C:26]=2[O:25][CH2:18][C:19]2[CH:20]=[CH:21][CH:22]=[CH:23][CH:24]=2)[OH:7])[C:8]([O:15][CH3:16])=[C:9]([O:13][CH3:14])[C:10]=1[O:11][CH3:12]. (5) Given the reactants [F:1][C:2]1[CH:7]=[CH:6][CH:5]=[CH:4][C:3]=1[F:8].C([Li])(CC)C.[CH2:14]([CH:19]1[CH2:24][CH2:23][C:22](=[O:25])[CH2:21][CH2:20]1)[CH2:15][CH2:16][CH2:17][CH3:18].[Cl-].[NH4+], predict the reaction product. The product is: [F:1][C:2]1[C:3]([F:8])=[CH:4][CH:5]=[CH:6][C:7]=1[C:22]1([OH:25])[CH2:21][CH2:20][CH:19]([CH2:14][CH2:15][CH2:16][CH2:17][CH3:18])[CH2:24][CH2:23]1. (6) Given the reactants [CH3:1][O:2][C:3](=[O:35])[NH:4][CH:5]([C:9]([N:11]1[CH2:16][CH2:15][N:14]([CH2:17][C:18]([F:21])([F:20])[F:19])[CH2:13][CH:12]1[C:22](=O)[NH:23][CH2:24][C:25]([C:27]1[CH:32]=[CH:31][C:30]([Br:33])=[CH:29][CH:28]=1)=O)=[O:10])[CH:6]([CH3:8])[CH3:7].C([O-])(=O)C.[NH4+:40], predict the reaction product. The product is: [CH3:1][O:2][C:3](=[O:35])[NH:4][CH:5]([C:9]([N:11]1[CH2:16][CH2:15][N:14]([CH2:17][C:18]([F:21])([F:19])[F:20])[CH2:13][CH:12]1[C:22]1[NH:23][CH:24]=[C:25]([C:27]2[CH:32]=[CH:31][C:30]([Br:33])=[CH:29][CH:28]=2)[N:40]=1)=[O:10])[CH:6]([CH3:7])[CH3:8]. (7) Given the reactants [Cl:1][C:2]1[CH:7]=[C:6](I)[CH:5]=[C:4]([Cl:9])[N:3]=1.[N:10]1[CH:15]=[CH:14][CH:13]=[C:12](B2OC(C)(C)C(C)(C)O2)[CH:11]=1.C1(P(C2CCCCC2)C2CCCCC2)CCCCC1.C(#N)C.[O-]P([O-])([O-])=O.[K+].[K+].[K+].C(O)(=O)CC(CC(O)=O)(C(O)=O)O, predict the reaction product. The product is: [Cl:1][C:2]1[CH:7]=[C:6]([C:12]2[CH:11]=[N:10][CH:15]=[CH:14][CH:13]=2)[CH:5]=[C:4]([Cl:9])[N:3]=1.